This data is from Catalyst prediction with 721,799 reactions and 888 catalyst types from USPTO. The task is: Predict which catalyst facilitates the given reaction. (1) Reactant: [H-].[Na+].[Br:3][C:4]1[CH:5]=[C:6]([C:19]([O:21][CH3:22])=[O:20])[C:7]2[NH:8][C:9]3[CH:10]=[C:11]([O:17][CH3:18])[CH:12]=[CH:13][C:14]=3[C:15]=2[N:16]=1.[CH2:23](Br)[C:24]1[CH:29]=[CH:28][CH:27]=[CH:26][CH:25]=1. The catalyst class is: 49. Product: [CH2:23]([N:8]1[C:9]2[CH:10]=[C:11]([O:17][CH3:18])[CH:12]=[CH:13][C:14]=2[C:15]2[N:16]=[C:4]([Br:3])[CH:5]=[C:6]([C:19]([O:21][CH3:22])=[O:20])[C:7]1=2)[C:24]1[CH:29]=[CH:28][CH:27]=[CH:26][CH:25]=1. (2) Reactant: [CH:1]1([C:7]([Cl:9])=[O:8])[CH2:6][CH2:5][CH2:4][CH2:3][CH2:2]1.[NH2:10][C@@H:11]1[CH2:16][CH2:15][CH2:14][N:13](C(OC(C)(C)C)=O)[CH2:12]1.C(=O)([O-])[O-].[K+].[K+]. Product: [ClH:9].[NH:13]1[CH2:14][CH2:15][CH2:16][C@@H:11]([NH:10][C:7]([CH:1]2[CH2:6][CH2:5][CH2:4][CH2:3][CH2:2]2)=[O:8])[CH2:12]1. The catalyst class is: 10. (3) Reactant: C(OC([NH:8][C@@H:9]([CH2:26][CH2:27][C:28]1[CH:33]=[CH:32][CH:31]=[CH:30][CH:29]=1)[C:10]([N:12]([CH3:25])[C@@H:13]([CH:22]([CH3:24])[CH3:23])/[CH:14]=[C:15](\[CH3:21])/[C:16]([O:18][CH2:19][CH3:20])=[O:17])=[O:11])=O)(C)(C)C.[ClH:34]. Product: [ClH:34].[NH2:8][C@@H:9]([CH2:26][CH2:27][C:28]1[CH:29]=[CH:30][CH:31]=[CH:32][CH:33]=1)[C:10]([N:12]([CH3:25])[C@@H:13]([CH:22]([CH3:23])[CH3:24])/[CH:14]=[C:15](\[CH3:21])/[C:16]([O:18][CH2:19][CH3:20])=[O:17])=[O:11]. The catalyst class is: 12. (4) Reactant: [CH3:1][C:2]1([CH:7]([CH3:19])[C:8]([NH:10][CH2:11][CH2:12][C:13]2[CH:18]=[CH:17][CH:16]=[CH:15][CH:14]=2)=[O:9])OCC[O:3]1.O.C1(C)C=CC(S(O)(=O)=O)=CC=1.O.C(=O)([O-])[O-].[Na+].[Na+]. Product: [CH3:19][CH:7]([C:2](=[O:3])[CH3:1])[C:8]([NH:10][CH2:11][CH2:12][C:13]1[CH:18]=[CH:17][CH:16]=[CH:15][CH:14]=1)=[O:9]. The catalyst class is: 21. (5) Reactant: [CH2:1]([O:3][C:4]1[CH:9]=[CH:8][C:7]([N:10]([CH3:33])[C:11]2[C:20]3[C:15](=[CH:16][CH:17]=[CH:18][CH:19]=3)[N:14]=[C:13]([CH2:21][N:22]3C(=O)C4C(=CC=CC=4)C3=O)[N:12]=2)=[C:6]([F:34])[CH:5]=1)[CH3:2].ClCC1N=C(N(C2C=CC(OCC)=CC=2F)C)C2C(=CC=CC=2)N=1.C1(=O)NC(=O)C2=CC=CC=C12.[K]. Product: [NH2:22][CH2:21][C:13]1[N:12]=[C:11]([N:10]([C:7]2[CH:8]=[CH:9][C:4]([O:3][CH2:1][CH3:2])=[CH:5][C:6]=2[F:34])[CH3:33])[C:20]2[C:15](=[CH:16][CH:17]=[CH:18][CH:19]=2)[N:14]=1. The catalyst class is: 9. (6) Reactant: [F:1][C:2]1[C:7](F)=[CH:6][C:5]([F:9])=[C:4]([N+:10]([O-:12])=[O:11])[C:3]=1[NH:13][C:14]1[CH:19]=[CH:18][C:17]([I:20])=[CH:16][C:15]=1[F:21].[CH3:22][O-:23].[Na+]. Product: [F:1][C:2]1[C:7]([O:23][CH3:22])=[CH:6][C:5]([F:9])=[C:4]([N+:10]([O-:12])=[O:11])[C:3]=1[NH:13][C:14]1[CH:19]=[CH:18][C:17]([I:20])=[CH:16][C:15]=1[F:21]. The catalyst class is: 36. (7) The catalyst class is: 113. Product: [CH2:14]([O:13][Si:9]([O:16][CH2:17][CH3:18])([O:10][CH2:11][CH3:12])[N:1]1[CH2:6][CH2:5][NH:4][CH2:3][CH:2]1[CH3:22])[CH3:15]. Reactant: [NH:1]1[CH2:6][CH2:5][NH:4][CH2:3][CH2:2]1.ClC[Si:9]([O:16][CH2:17][CH3:18])([O:13][CH2:14][CH3:15])[O:10][CH2:11][CH3:12].[SiH4].Cl.N1CCNC[CH2:22]1. (8) Reactant: [CH2:1]([O:8][C:9]1[CH:14]=[CH:13][C:12]([N+:15]([O-])=O)=[CH:11][C:10]=1[F:18])[C:2]1[CH:7]=[CH:6][CH:5]=[CH:4][CH:3]=1.C(=O)(O)[O-].[Na+].Cl[C:25]([O:27][CH2:28][C:29]1[CH:34]=[CH:33][CH:32]=[CH:31][CH:30]=1)=[O:26].CCCCCC.C(OCC)(=O)C. Product: [CH2:28]([O:27][C:25](=[O:26])[NH:15][C:12]1[CH:13]=[CH:14][C:9]([O:8][CH2:1][C:2]2[CH:7]=[CH:6][CH:5]=[CH:4][CH:3]=2)=[C:10]([F:18])[CH:11]=1)[C:29]1[CH:34]=[CH:33][CH:32]=[CH:31][CH:30]=1. The catalyst class is: 13. (9) Reactant: [CH:1]([C:4]1[CH:9]=[CH:8][C:7](B(O)O)=[CH:6][CH:5]=1)([CH3:3])[CH3:2].I[C:14]1[CH:24]=[CH:23][CH:22]=[CH:21][C:15]=1[C:16]([O:18][CH2:19][CH3:20])=[O:17].C(Cl)Cl.C([O-])([O-])=O.[Na+].[Na+]. Product: [CH:1]([C:4]1[CH:9]=[CH:8][C:7]([C:14]2[C:15]([C:16]([O:18][CH2:19][CH3:20])=[O:17])=[CH:21][CH:22]=[CH:23][CH:24]=2)=[CH:6][CH:5]=1)([CH3:3])[CH3:2]. The catalyst class is: 31. (10) Reactant: [CH:1]([C:3]1[CH:8]=[CH:7][C:6]([C:9]2[N:17]=[CH:16][N:15]=[C:14]3[C:10]=2[NH:11][CH:12]=[N:13]3)=[CH:5][CH:4]=1)=O.[C:18]([CH2:20][C:21]([NH2:23])=[O:22])#[N:19].C1C=CC(P(C2C=CC=CC=2)C2C=CC=CC=2)=CC=1. Product: [N:17]1[C:9]([C:6]2[CH:7]=[CH:8][C:3]([CH:1]=[C:20]([C:18]#[N:19])[C:21]([NH2:23])=[O:22])=[CH:4][CH:5]=2)=[C:10]2[C:14]([NH:13][CH:12]=[N:11]2)=[N:15][CH:16]=1. The catalyst class is: 1.